This data is from Experimentally validated miRNA-target interactions with 360,000+ pairs, plus equal number of negative samples. The task is: Binary Classification. Given a miRNA mature sequence and a target amino acid sequence, predict their likelihood of interaction. (1) The miRNA is hsa-miR-619-5p with sequence GCUGGGAUUACAGGCAUGAGCC. The protein sequence of the target gene is MGGKQRDEDDEAYGKPVKYDPSFRGPIKNRSCTDVICCVLFLLFILGYIVVGIVAWLYGDPRQVLYPRNSTGAYCGMGENKDKPYLLYFNIFSCILSSNIISVAENGLQCPTPQVCVSSCPEDPWTVGKNEFSQTVGEVFYTKNRNFCLPGVPWNMTVITSLQQELCPSFLLPSAPALGRCFPWTNVTPPALPGITNDTTIQQGISGLIDSLNARDISVKIFEDFAQSWYWILVALGVALVLSLLFILLLRLVAGPLVLVLILGVLGVLAYGIYYCWEEYRVLRDKGASISQLGFTTNLS.... Result: 1 (interaction). (2) The protein sequence of the target gene is MATRVEVGSITPLTAVPGLGEMGKEETLTRTYFLQAGEASGAPPARILEAKSPLRSPARLLPLPRLAPKPFSKEQDVKSPVPSLRPSSTGPSPSGGLSEEPAAKDLDNRMPGLVGQEVGSGEGPRTSSPLFNKAVFLRPSSSTMILFETTKSGPALGKAVSEGAEEAKLGVSGSRPEVAAKPALPTQKPAGTLPRSAPLSQDTKPPVPQEEAGQDHPPSKASSVEDTARPLVEPRPRLKRRPVSAIFTESIQPQKPGPGAAATVGKVPPTPPEKTWVRKPRPLSMDLTARFENKEALLRK.... The miRNA is hsa-miR-3612 with sequence AGGAGGCAUCUUGAGAAAUGGA. Result: 0 (no interaction). (3) The miRNA is mmu-miR-103-3p with sequence AGCAGCAUUGUACAGGGCUAUGA. The protein sequence of the target gene is MPEIRVTPLGAGQDVGRSCILVSIAGKNVMLDCGMHMGFNDDRRFPDFSYITQNGRLTDFLDCVIISHFHLDHCGALPYFSEMVGYDGPIYMTHPTQAICPILLEDYRKIAVDKKGEANFFTSQMIKDCMKKVVAVHLHQTVQVDDELEIKAYYAGHVLGAAMFQIKVGSESVVYTGDYNMTPDRHLGAAWIDKCRPNLLITESTYATTIRDSKRCRERDFLKKVHETVERGGKVLIPVFALGRAQELCILLETFWERMNLKVPIYFSTGLTEKANHYYKLFIPWTNQKIRKTFVQRNMF.... Result: 0 (no interaction).